This data is from Catalyst prediction with 721,799 reactions and 888 catalyst types from USPTO. The task is: Predict which catalyst facilitates the given reaction. (1) Reactant: [CH2:1]([NH2:5])[CH:2]([CH3:4])[CH3:3].[Cl:6][C:7]1[CH:12]=[CH:11][CH:10]=[CH:9][C:8]=1[S:13](Cl)(=[O:15])=[O:14].C(N(CC)C(C)C)(C)C. Product: [Cl:6][C:7]1[CH:12]=[CH:11][CH:10]=[CH:9][C:8]=1[S:13]([NH:5][CH2:1][CH:2]([CH3:4])[CH3:3])(=[O:15])=[O:14]. The catalyst class is: 4. (2) Reactant: [Cl:1][C:2]1[CH:7]=[C:6]([O:8][CH3:9])[CH:5]=[C:4](C)[C:3]=1[N+:11]([O-])=O.S(S([O-])=O)([O-])=O.[Na+].[Na+].O.[CH3:23]CO. Product: [Cl:1][C:2]1[CH:7]=[C:6]([O:8][CH3:9])[C:5]([CH3:23])=[CH:4][C:3]=1[NH2:11]. The catalyst class is: 1. (3) Reactant: [C:1]([C:5]1[CH:6]=[C:7]([C:15]2[N:16]([S:21]([N:24]3[CH2:29][CH2:28][CH2:27][CH2:26][CH2:25]3)(=[O:23])=[O:22])[C:17]([CH3:20])=[CH:18][CH:19]=2)[CH:8]=[C:9]([C:11]([CH3:14])([CH3:13])[CH3:12])[CH:10]=1)([CH3:4])([CH3:3])[CH3:2].Cl[S:31]([OH:34])(=O)=[O:32].[NH3:35]. Product: [C:1]([C:5]1[CH:6]=[C:7]([C:15]2[N:16]([S:21]([N:24]3[CH2:25][CH2:26][CH2:27][CH2:28][CH2:29]3)(=[O:22])=[O:23])[C:17]([CH3:20])=[C:18]([S:31]([NH2:35])(=[O:34])=[O:32])[CH:19]=2)[CH:8]=[C:9]([C:11]([CH3:13])([CH3:14])[CH3:12])[CH:10]=1)([CH3:2])([CH3:3])[CH3:4]. The catalyst class is: 2. (4) The catalyst class is: 7. Reactant: [Cl:1][C:2]1[N:7]=[CH:6][C:5]([CH2:8][OH:9])=[CH:4][CH:3]=1.[H-].[Na+].Br[CH2:13][C:14]1[CH:19]=[CH:18][C:17]([C:20]2[CH:25]=[CH:24][CH:23]=[CH:22][CH:21]=2)=[CH:16][CH:15]=1.[Cl-].[NH4+]. Product: [Cl:1][C:2]1[CH:3]=[CH:4][C:5]([CH2:8][O:9][CH2:13][C:14]2[CH:19]=[CH:18][C:17]([C:20]3[CH:21]=[CH:22][CH:23]=[CH:24][CH:25]=3)=[CH:16][CH:15]=2)=[CH:6][N:7]=1.